Dataset: Catalyst prediction with 721,799 reactions and 888 catalyst types from USPTO. Task: Predict which catalyst facilitates the given reaction. (1) Reactant: C=O.[Cl:3][C:4]1[CH:9]=[CH:8][C:7]([C:10]2[CH:11]=[CH:12][C:13]([C:16]#[C:17][C:18]3[CH:19]=[CH:20][C:21]4[S:30][C:29]5[CH2:28][CH2:27][NH:26][CH2:25][CH2:24][C:23]=5[C:22]=4[CH:31]=3)=[N:14][CH:15]=2)=[CH:6][CH:5]=1.[BH3-][C:33]#N.[Na+].C(O)(=O)C.[OH-].[Na+]. Product: [Cl:3][C:4]1[CH:9]=[CH:8][C:7]([C:10]2[CH:11]=[CH:12][C:13]([C:16]#[C:17][C:18]3[CH:19]=[CH:20][C:21]4[S:30][C:29]5[CH2:28][CH2:27][N:26]([CH3:33])[CH2:25][CH2:24][C:23]=5[C:22]=4[CH:31]=3)=[N:14][CH:15]=2)=[CH:6][CH:5]=1. The catalyst class is: 192. (2) Reactant: [CH3:1][O:2][C:3](=[O:13])[C:4]1[CH:9]=[C:8]([OH:10])[CH:7]=[C:6]([O:11][CH3:12])[CH:5]=1.[CH3:14][O:15][CH2:16][CH2:17]COS(C1C=CC(C)=CC=1)(=O)=O.[C:30]([O-])([O-])=O.[K+].[K+].O. Product: [CH3:1][O:2][C:3](=[O:13])[C:4]1[CH:5]=[C:6]([O:11][CH2:12][CH2:17][CH2:16][O:15][CH3:14])[CH:7]=[C:8]([O:10][CH3:30])[CH:9]=1. The catalyst class is: 3. (3) Reactant: ClC(OC(Cl)=O)C.COC1C=C(OC)C=CC=1C[N:13]1[CH2:26][CH:25]([CH3:27])[N:16]2[CH2:17][C:18]3[CH:19]=[CH:20][CH:21]=[CH:22][C:23]=3[CH2:24][C@@H:15]2[CH2:14]1.C(Cl)Cl.C([O-])(O)=O.[Na+]. Product: [CH3:27][CH:25]1[N:16]2[CH2:17][C:18]3[CH:19]=[CH:20][CH:21]=[CH:22][C:23]=3[CH2:24][C@@H:15]2[CH2:14][NH:13][CH2:26]1. The catalyst class is: 26. (4) Reactant: [N:1]#[C:2]Br.[Cl:4][C:5]1[CH:10]=[CH:9][CH:8]=[C:7]([NH2:11])[C:6]=1[NH2:12]. Product: [Cl:4][C:5]1[C:6]2[N:12]=[C:2]([NH2:1])[NH:11][C:7]=2[CH:8]=[CH:9][CH:10]=1. The catalyst class is: 47.